From a dataset of Peptide-MHC class I binding affinity with 185,985 pairs from IEDB/IMGT. Regression. Given a peptide amino acid sequence and an MHC pseudo amino acid sequence, predict their binding affinity value. This is MHC class I binding data. (1) The peptide sequence is LSRLRYNLCK. The MHC is HLA-A31:01 with pseudo-sequence HLA-A31:01. The binding affinity (normalized) is 0.508. (2) The peptide sequence is LLQAIGAAA. The MHC is HLA-A24:03 with pseudo-sequence HLA-A24:03. The binding affinity (normalized) is 0.213. (3) The peptide sequence is EIKDRILSY. The binding affinity (normalized) is 0.0847. The MHC is HLA-A69:01 with pseudo-sequence HLA-A69:01. (4) The peptide sequence is GNSSWPWQI. The MHC is HLA-A68:01 with pseudo-sequence HLA-A68:01. The binding affinity (normalized) is 0.162.